This data is from Reaction yield outcomes from USPTO patents with 853,638 reactions. The task is: Predict the reaction yield, written as a fraction of the theoretical maximum amount of product (1.0 means a 100% yield; for example, 0.34 means a 34% yield). (1) The reactants are C[O:2][C:3]([C:5]1[CH:13]=[C:12]2[C:8]([C:9]([CH:32]3[CH2:37][CH2:36][CH2:35][CH2:34][CH2:33]3)=[C:10]([C:23]3[CH:28]=[CH:27][C:26]([NH2:29])=[C:25]([CH:30]=O)[CH:24]=3)[N:11]2[CH2:14][C:15]([N:17]2[CH2:22][CH2:21][O:20][CH2:19][CH2:18]2)=[O:16])=[CH:7][CH:6]=1)=[O:4].[CH3:38][C:39]1[O:40][C:41]([C:45](=O)[CH3:46])=[C:42]([CH3:44])[N:43]=1. No catalyst specified. The product is [CH:32]1([C:9]2[C:8]3[C:12](=[CH:13][C:5]([C:3]([OH:4])=[O:2])=[CH:6][CH:7]=3)[N:11]([CH2:14][C:15]([N:17]3[CH2:18][CH2:19][O:20][CH2:21][CH2:22]3)=[O:16])[C:10]=2[C:23]2[CH:24]=[C:25]3[C:26](=[CH:27][CH:28]=2)[N:29]=[C:45]([C:41]2[O:40][C:39]([CH3:38])=[N:43][C:42]=2[CH3:44])[CH:46]=[CH:30]3)[CH2:37][CH2:36][CH2:35][CH2:34][CH2:33]1. The yield is 0.220. (2) The product is [CH3:13][C:2]([O:25][C:21]1[CH:22]=[CH:23][CH:24]=[C:19]([N+:16]([O-:18])=[O:17])[CH:20]=1)([C:8]([O:10][CH2:11][CH3:12])=[O:9])[C:3]([O:5][CH2:6][CH3:7])=[O:4]. The reactants are Br[C:2]([CH3:13])([C:8]([O:10][CH2:11][CH3:12])=[O:9])[C:3]([O:5][CH2:6][CH3:7])=[O:4].[F-].[K+].[N+:16]([C:19]1[CH:20]=[C:21]([OH:25])[CH:22]=[CH:23][CH:24]=1)([O-:18])=[O:17]. The catalyst is CN(C=O)C.O. The yield is 0.800. (3) The reactants are Cl[C:2]1[C:7]([Cl:8])=[CH:6][C:5]([O:9][CH2:10][CH:11]([O:15][CH2:16][CH3:17])[O:12][CH2:13][CH3:14])=[CH:4][N:3]=1.CC(C)([O-])C.[K+].[N:24]1[CH:29]=[CH:28][N:27]=[CH:26][C:25]=1[NH:30][C:31]1[C:40]2[C:35](=[CH:36][CH:37]=[C:38]([OH:41])[CH:39]=2)[N:34]=[CH:33][N:32]=1.[Cl-].[NH4+]. The catalyst is CN(C)C(=O)C. The product is [Cl:8][C:7]1[C:2]([O:41][C:38]2[CH:39]=[C:40]3[C:35](=[CH:36][CH:37]=2)[N:34]=[CH:33][N:32]=[C:31]3[NH:30][C:25]2[CH:26]=[N:27][CH:28]=[CH:29][N:24]=2)=[N:3][CH:4]=[C:5]([O:9][CH2:10][CH:11]([O:15][CH2:16][CH3:17])[O:12][CH2:13][CH3:14])[CH:6]=1. The yield is 0.100. (4) The reactants are [CH3:13][C:12]([O:11][C:9](O[C:9]([O:11][C:12]([CH3:15])([CH3:14])[CH3:13])=[O:10])=[O:10])([CH3:15])[CH3:14].[O:16]=[C:17]1[CH:22]2[CH2:23][CH:19]([CH2:20][CH:21]2C(O)=O)[O:18]1. The catalyst is CN(C1C=CN=CC=1)C.C(Cl)Cl. The product is [C:12]([O:11][C:9]([CH:21]1[CH2:20][CH:19]2[CH2:23][CH:22]1[C:17](=[O:16])[O:18]2)=[O:10])([CH3:13])([CH3:14])[CH3:15]. The yield is 0.510. (5) The reactants are [NH2:1][CH2:2][C:3]1[CH:12]=[C:11]2[C:6]([C:7]([C:25]3[CH:30]=[CH:29][C:28]([CH3:31])=[C:27]([CH3:32])[CH:26]=3)=[C:8]([CH:15]([O:20][C:21]([CH3:24])([CH3:23])[CH3:22])[C:16]([O:18][CH3:19])=[O:17])[N:9]([CH3:14])[C:10]2=[O:13])=[CH:5][CH:4]=1.CCN(C(C)C)C(C)C.Br[CH2:43][CH2:44][O:45][CH2:46][CH2:47]Br. The catalyst is C1(C)C=CC=CC=1.CCOC(C)=O. The product is [C:21]([O:20][CH:15]([C:8]1[N:9]([CH3:14])[C:10](=[O:13])[C:11]2[C:6]([C:7]=1[C:25]1[CH:30]=[CH:29][C:28]([CH3:31])=[C:27]([CH3:32])[CH:26]=1)=[CH:5][CH:4]=[C:3]([CH2:2][N:1]1[CH2:47][CH2:46][O:45][CH2:44][CH2:43]1)[CH:12]=2)[C:16]([O:18][CH3:19])=[O:17])([CH3:22])([CH3:23])[CH3:24]. The yield is 0.790. (6) The reactants are [C:1]([C:5]1[N:10]=[C:9]([N:11]2[CH2:16][CH2:15][N:14]([CH2:17][CH2:18][CH2:19][CH2:20][NH2:21])[CH2:13][CH2:12]2)[CH:8]=[C:7]([C:22]([F:25])([F:24])[F:23])[N:6]=1)([CH3:4])([CH3:3])[CH3:2].C1N=CN([C:31](N2C=NC=C2)=[O:32])C=1.[F:38][C:39]([F:53])([F:52])[C:40]1[CH:41]=[C:42]([N:46]2[CH2:51][CH2:50][NH:49][CH2:48][CH2:47]2)[CH:43]=[CH:44][CH:45]=1. The catalyst is C(Cl)(Cl)Cl.CO. The product is [C:1]([C:5]1[N:10]=[C:9]([N:11]2[CH2:16][CH2:15][N:14]([CH2:17][CH2:18][CH2:19][CH2:20][NH:21][C:31]([N:49]3[CH2:50][CH2:51][N:46]([C:42]4[CH:43]=[CH:44][CH:45]=[C:40]([C:39]([F:38])([F:52])[F:53])[CH:41]=4)[CH2:47][CH2:48]3)=[O:32])[CH2:13][CH2:12]2)[CH:8]=[C:7]([C:22]([F:24])([F:25])[F:23])[N:6]=1)([CH3:4])([CH3:2])[CH3:3]. The yield is 0.210. (7) The reactants are [Cl:1][C:2]1[CH:7]=[CH:6][CH:5]=[CH:4][C:3]=1[C:8]1[O:12][C:11]([C:13]2[C:18]([CH3:19])=[CH:17][N:16]=[C:15]([NH:20]C(=O)C)[CH:14]=2)=[N:10][C:9]=1[C:24]1[N:28]([CH2:29][O:30][CH2:31][CH2:32][Si:33]([CH3:36])([CH3:35])[CH3:34])[CH:27]=[N:26][N:25]=1.[OH-].[Na+]. The catalyst is CCO. The product is [Cl:1][C:2]1[CH:7]=[CH:6][CH:5]=[CH:4][C:3]=1[C:8]1[O:12][C:11]([C:13]2[C:18]([CH3:19])=[CH:17][N:16]=[C:15]([NH2:20])[CH:14]=2)=[N:10][C:9]=1[C:24]1[N:28]([CH2:29][O:30][CH2:31][CH2:32][Si:33]([CH3:34])([CH3:36])[CH3:35])[CH:27]=[N:26][N:25]=1. The yield is 0.620. (8) The reactants are [Si:1]([O:8][C@@H:9]1[C@@:26]2([CH3:27])[C:13](=[CH:14][CH:15]=[C:16]3[C@@H:25]2[CH2:24][CH2:23][C@@:21]2([CH3:22])[C@H:17]3[CH2:18][CH:19]=[C:20]2[CH2:28][OH:29])[CH2:12][C@@H:11]([O:30][Si:31]([C:34]([CH3:37])([CH3:36])[CH3:35])([CH3:33])[CH3:32])[CH2:10]1)([C:4]([CH3:7])([CH3:6])[CH3:5])([CH3:3])[CH3:2].[H-].[Na+].[CH3:40][N:41]([CH3:46])[C:42](=[O:45])[CH:43]=[CH2:44].[Cl-].[NH4+]. The catalyst is O1CCCC1. The product is [Si:1]([O:8][C@@H:9]1[C@@:26]2([CH3:27])[C:13](=[CH:14][CH:15]=[C:16]3[C@@H:25]2[CH2:24][CH2:23][C@@:21]2([CH3:22])[C@H:17]3[CH2:18][CH:19]=[C:20]2[CH2:28][O:29][CH2:44][CH2:43][C:42]([N:41]([CH3:46])[CH3:40])=[O:45])[CH2:12][C@@H:11]([O:30][Si:31]([C:34]([CH3:37])([CH3:36])[CH3:35])([CH3:32])[CH3:33])[CH2:10]1)([C:4]([CH3:7])([CH3:6])[CH3:5])([CH3:3])[CH3:2]. The yield is 0.927. (9) The reactants are [OH:1][C:2]([CH3:35])([CH3:34])[CH2:3][C@@:4]1([C:28]2[CH:33]=[CH:32][CH:31]=[CH:30][CH:29]=2)[O:9][C:8](=[O:10])[N:7]([C@H:11]([C:13]2[CH:18]=[CH:17][C:16](B3OC(C)(C)C(C)(C)O3)=[CH:15][CH:14]=2)[CH3:12])[CH2:6][CH2:5]1.[OH:36][CH2:37][CH2:38][N:39]1[CH:44]=[CH:43][C:42](I)=[CH:41][C:40]1=[O:46].C([O-])([O-])=O.[Cs+].[Cs+]. The catalyst is O1CCOCC1.Cl[Pd](Cl)([P](C1C=CC=CC=1)(C1C=CC=CC=1)C1C=CC=CC=1)[P](C1C=CC=CC=1)(C1C=CC=CC=1)C1C=CC=CC=1. The product is [OH:1][C:2]([CH3:34])([CH3:35])[CH2:3][C@@:4]1([C:28]2[CH:33]=[CH:32][CH:31]=[CH:30][CH:29]=2)[O:9][C:8](=[O:10])[N:7]([C@H:11]([C:13]2[CH:18]=[CH:17][C:16]([C:42]3[CH:43]=[CH:44][N:39]([CH2:38][CH2:37][OH:36])[C:40](=[O:46])[CH:41]=3)=[CH:15][CH:14]=2)[CH3:12])[CH2:6][CH2:5]1. The yield is 0.280.